This data is from Forward reaction prediction with 1.9M reactions from USPTO patents (1976-2016). The task is: Predict the product of the given reaction. (1) Given the reactants C(OC([NH:11][C:12]12[CH2:20][CH2:19][CH:16]([CH2:17][CH2:18]1)[CH2:15][N:14]1[C:21](=[O:39])[C:22]([O:30][C:31]([C:33]3[CH:38]=[CH:37][CH:36]=[CH:35][CH:34]=3)=[O:32])=[C:23]([C:25]([O:27][CH2:28][CH3:29])=[O:26])[N:24]=[C:13]21)=O)C1C=CC=CC=1.[ClH:40].[H][H], predict the reaction product. The product is: [ClH:40].[NH2:11][C:12]12[CH2:20][CH2:19][CH:16]([CH2:17][CH2:18]1)[CH2:15][N:14]1[C:21](=[O:39])[C:22]([O:30][C:31]([C:33]3[CH:34]=[CH:35][CH:36]=[CH:37][CH:38]=3)=[O:32])=[C:23]([C:25]([O:27][CH2:28][CH3:29])=[O:26])[N:24]=[C:13]21. (2) Given the reactants [CH:1]([O:4][C:5]1[CH:6]=[C:7]([CH:9]=[CH:10][CH:11]=1)[NH2:8])([CH3:3])[CH3:2].[C:12](O[C:12]([O:14][C:15]([CH3:18])([CH3:17])[CH3:16])=[O:13])([O:14][C:15]([CH3:18])([CH3:17])[CH3:16])=[O:13], predict the reaction product. The product is: [C:15]([O:14][C:12]([NH:8][C:7]1[CH:9]=[CH:10][CH:11]=[C:5]([O:4][CH:1]([CH3:3])[CH3:2])[CH:6]=1)=[O:13])([CH3:18])([CH3:17])[CH3:16]. (3) Given the reactants O[CH:2]([CH:7]1[CH2:12][CH2:11][N:10]([C:13]([O:15][CH2:16][C:17]2[CH:22]=[CH:21][CH:20]=[CH:19][CH:18]=2)=[O:14])[CH2:9][CH2:8]1)[CH2:3][CH2:4][CH:5]=[CH2:6].C(Br)(Br)(Br)[Br:24].C1(P(C2C=CC=CC=2)C2C=CC=CC=2)C=CC=CC=1, predict the reaction product. The product is: [Br:24][CH:2]([CH:7]1[CH2:12][CH2:11][N:10]([C:13]([O:15][CH2:16][C:17]2[CH:22]=[CH:21][CH:20]=[CH:19][CH:18]=2)=[O:14])[CH2:9][CH2:8]1)[CH2:3][CH2:4][CH:5]=[CH2:6]. (4) Given the reactants [H-].[Al+3].[Li+].[H-].[H-].[H-].[N:7]1[CH:12]=[CH:11][CH:10]=[C:9]([C:13]2[CH:17]=[C:16]([C:18]([F:21])([F:20])[F:19])[N:15]([C:22]3[CH:29]=[CH:28][C:25]([C:26]#[N:27])=[CH:24][CH:23]=3)[N:14]=2)[CH:8]=1, predict the reaction product. The product is: [N:7]1[CH:12]=[CH:11][CH:10]=[C:9]([C:13]2[CH:17]=[C:16]([C:18]([F:20])([F:19])[F:21])[N:15]([C:22]3[CH:29]=[CH:28][C:25]([CH2:26][NH2:27])=[CH:24][CH:23]=3)[N:14]=2)[CH:8]=1. (5) Given the reactants C([O:3][C:4](=[O:13])[C:5]1[CH:10]=[CH:9][C:8]([NH2:11])=[C:7]([NH2:12])[CH:6]=1)C.[Cl:14][C:15]1[CH:22]=[CH:21][CH:20]=[C:19]([Cl:23])[C:16]=1[CH:17]=O.[NH4+].[OH-], predict the reaction product. The product is: [Cl:14][C:15]1[CH:22]=[CH:21][CH:20]=[C:19]([Cl:23])[C:16]=1[C:17]1[NH:12][C:7]2[CH:6]=[C:5]([C:4]([OH:3])=[O:13])[CH:10]=[CH:9][C:8]=2[N:11]=1. (6) Given the reactants [C:1]([O:5][C:6](=[O:35])[NH:7][C:8]1([C:12]2[CH:17]=[CH:16][C:15]([C:18]3[C:19]([C:29]4[CH:34]=[CH:33][CH:32]=[CH:31][CH:30]=4)=[CH:20][C:21]4[NH:26][C:25](=S)[CH2:24][O:23][C:22]=4[N:28]=3)=[CH:14][CH:13]=2)[CH2:11][CH2:10][CH2:9]1)([CH3:4])([CH3:3])[CH3:2].[NH2:36][NH2:37].O, predict the reaction product. The product is: [C:1]([O:5][C:6](=[O:35])[NH:7][C:8]1([C:12]2[CH:17]=[CH:16][C:15]([C:18]3[C:19]([C:29]4[CH:34]=[CH:33][CH:32]=[CH:31][CH:30]=4)=[CH:20][C:21]4[NH:26][C:25](=[N:36][NH2:37])[CH2:24][O:23][C:22]=4[N:28]=3)=[CH:14][CH:13]=2)[CH2:11][CH2:10][CH2:9]1)([CH3:4])([CH3:3])[CH3:2]. (7) Given the reactants [Cl:1][C:2]1[C:7]([S:8][C:9]2[CH:10]=[C:11]([CH3:15])[CH:12]=[CH:13][CH:14]=2)=[CH:6][C:5]([NH2:16])=[C:4]([N+:17]([O-])=O)[CH:3]=1.[Cl-].[NH4+].CC(C)=O, predict the reaction product. The product is: [Cl:1][C:2]1[CH:3]=[C:4]([NH2:17])[C:5]([NH2:16])=[CH:6][C:7]=1[S:8][C:9]1[CH:10]=[C:11]([CH3:15])[CH:12]=[CH:13][CH:14]=1.